This data is from Full USPTO retrosynthesis dataset with 1.9M reactions from patents (1976-2016). The task is: Predict the reactants needed to synthesize the given product. (1) Given the product [NH2:31][C:22]1[CH:23]=[C:24]([C:27]([F:28])([F:29])[F:30])[CH:25]=[CH:26][C:21]=1[C:17]1[N:18]=[CH:19][N:20]=[C:15]([NH:1][C:2]2[CH:3]=[CH:4][C:5]([Cl:13])=[C:6]3[C:11]=2[CH2:10][CH:9]([OH:12])[CH2:8][CH2:7]3)[CH:16]=1, predict the reactants needed to synthesize it. The reactants are: [NH2:1][C:2]1[CH:3]=[CH:4][C:5]([Cl:13])=[C:6]2[C:11]=1[CH2:10][CH:9]([OH:12])[CH2:8][CH2:7]2.Cl[C:15]1[N:20]=[CH:19][N:18]=[C:17]([C:21]2[CH:26]=[CH:25][C:24]([C:27]([F:30])([F:29])[F:28])=[CH:23][C:22]=2[NH:31]C(=O)OC(C)(C)C)[CH:16]=1. (2) Given the product [CH3:1][O:2][C:3]1[CH:4]=[C:5]([CH:6]=[CH:7][CH:8]=1)[O:9][CH2:11][C:12]([OH:14])=[O:13], predict the reactants needed to synthesize it. The reactants are: [CH3:1][O:2][C:3]1[CH:4]=[C:5]([OH:9])[CH:6]=[CH:7][CH:8]=1.Br[CH2:11][C:12]([O:14]CC)=[O:13].C([O-])([O-])=O.[K+].[K+].[OH-].[Na+].Cl. (3) Given the product [CH:57]1([O:79][C:7](=[O:8])[NH:6][C@@H:10]([C:44]([CH3:47])([CH3:46])[CH3:45])[C:11]([N:13]2[C@H:17]([C:18](=[O:32])[NH:19][C@@H:20]([CH2:29][CH2:30][CH3:31])[C:21](=[O:28])[C:22]([NH:24][CH:25]3[CH2:27][CH2:26]3)=[O:23])[CH2:16][C@@:15]3([CH2:36][C:35](=[O:37])[N:34]([C:38]4[CH:39]=[CH:40][CH:41]=[CH:42][CH:43]=4)[CH2:33]3)[CH2:14]2)=[O:12])[CH2:58][CH2:59][CH2:60][CH2:61]1, predict the reactants needed to synthesize it. The reactants are: C1([N:6]([C@@H:10]([C:44]([CH3:47])([CH3:46])[CH3:45])[C:11]([N:13]2[C@H:17]([C:18](=[O:32])[NH:19][CH:20]([CH2:29][CH2:30][CH3:31])[C@H:21]([OH:28])[C:22]([NH:24][CH:25]3[CH2:27][CH2:26]3)=[O:23])[CH2:16][C@@:15]3([CH2:36][C:35](=[O:37])[N:34]([C:38]4[CH:43]=[CH:42][CH:41]=[CH:40][CH:39]=4)[CH2:33]3)[CH2:14]2)=[O:12])[C:7](=O)[O-:8])CCCC1.O[NH-].CC(OI1(OC(C)=O)(OC(C)=O)O[C:61](=O)[C:60]2[CH:59]=[CH:58][CH:57]=CC1=2)=O.S([O-])([O-])(=O)=S.[Na+].[Na+].[OH2:79]. (4) The reactants are: [H-].COCCO[Al+]OCCOC.[Na+].[H-].[CH2:15]([NH:22][C:23]([CH:25]1[CH2:34][C:33](=O)[C:32]2[C:27](=[CH:28][C:29]([OH:36])=[CH:30][CH:31]=2)[O:26]1)=O)[C:16]1[CH:21]=[CH:20][CH:19]=[CH:18][CH:17]=1. Given the product [CH2:15]([N:22]1[CH:33]2[CH2:34][CH:25]([O:26][C:27]3[CH:28]=[C:29]([OH:36])[CH:30]=[CH:31][C:32]=32)[CH2:23]1)[C:16]1[CH:21]=[CH:20][CH:19]=[CH:18][CH:17]=1, predict the reactants needed to synthesize it. (5) Given the product [C:22]([O:21][C:17]([N:18]([C:5](=[O:7])[C:4]1[CH:8]=[C:9]([F:12])[C:10]([F:11])=[C:2]([Cl:1])[C:3]=1[NH:13][CH:14]1[CH2:16][CH2:15]1)[NH2:19])=[O:20])([CH3:25])([CH3:24])[CH3:23], predict the reactants needed to synthesize it. The reactants are: [Cl:1][C:2]1[C:3]([NH:13][CH:14]2[CH2:16][CH2:15]2)=[C:4]([CH:8]=[C:9]([F:12])[C:10]=1[F:11])[C:5]([OH:7])=O.[C:17]([O:21][C:22]([CH3:25])([CH3:24])[CH3:23])(=[O:20])[NH:18][NH2:19].C(N=C=NCCCN(C)C)C. (6) Given the product [Cl:26][C:27]1[N:32]=[C:31]([C:23]2[S:22][C:21]([N:14]([CH3:13])[C:15]3[CH:16]=[CH:17][CH:18]=[CH:19][CH:20]=3)=[N:25][CH:24]=2)[C:30]([F:33])=[CH:29][N:28]=1, predict the reactants needed to synthesize it. The reactants are: [Li]C(C)(C)C.CCCCCCC.[CH3:13][N:14]([C:21]1[S:22][CH:23]=[CH:24][N:25]=1)[C:15]1[CH:20]=[CH:19][CH:18]=[CH:17][CH:16]=1.[Cl:26][C:27]1[N:32]=[CH:31][C:30]([F:33])=[CH:29][N:28]=1.ClC1C(=O)C(C#N)=C(C#N)C(=O)C=1Cl.O=C1O[C@H]([C@H](CO)O)C([O-])=C1O.[Na+]. (7) Given the product [F:1][C:2]1[CH:11]=[CH:10][C:9]2[CH:8]([NH:12][C:13]3[CH:21]=[CH:20][CH:19]=[C:18]4[C:14]=3[CH:15]=[N:16][NH:17]4)[C:7]([C:23]([F:25])([F:26])[F:24])([OH:22])[CH2:6][C:5]([CH3:27])([CH3:28])[C:4]=2[C:3]=1[OH:29], predict the reactants needed to synthesize it. The reactants are: [F:1][C:2]1[C:3]([O:29]C)=[C:4]2[C:9](=[CH:10][CH:11]=1)[CH:8]([NH:12][C:13]1[CH:21]=[CH:20][CH:19]=[C:18]3[C:14]=1[CH:15]=[N:16][NH:17]3)[C:7]([C:23]([F:26])([F:25])[F:24])([OH:22])[CH2:6][C:5]2([CH3:28])[CH3:27].B(Br)(Br)Br.C(=O)(O)[O-].[Na+].